Task: Predict the product of the given reaction.. Dataset: Forward reaction prediction with 1.9M reactions from USPTO patents (1976-2016) (1) Given the reactants Br[C:2]1[CH:3]=[C:4]([CH:13]=[C:14]([F:16])[CH:15]=1)[CH2:5][N:6]1[CH2:11][CH2:10][N:9]([CH3:12])[CH2:8][CH2:7]1.B1(B2OC(C)(C)C(C)(C)O2)OC(C)(C)C(C)(C)O1.CC([O-])=O.[K+].[O-]P([O-])([O-])=O.[K+].[K+].[K+].Br[C:49]1[CH:50]=[N:51][CH:52]=[C:53]([N+:56]([O-:58])=[O:57])[C:54]=1[NH2:55], predict the reaction product. The product is: [F:16][C:14]1[CH:15]=[C:2]([C:49]2[CH:50]=[N:51][CH:52]=[C:53]([N+:56]([O-:58])=[O:57])[C:54]=2[NH2:55])[CH:3]=[C:4]([CH2:5][N:6]2[CH2:11][CH2:10][N:9]([CH3:12])[CH2:8][CH2:7]2)[CH:13]=1. (2) Given the reactants [C:1]12([CH2:11][CH2:12][O:13][C:14]3[CH:19]=[CH:18][C:17]([CH2:20][CH2:21][NH:22]C(=O)OC(C)(C)C)=[CH:16][CH:15]=3)[CH2:10][CH:5]3[CH2:6][CH:7]([CH2:9][CH:3]([CH2:4]3)[CH2:2]1)[CH2:8]2, predict the reaction product. The product is: [C:1]12([CH2:11][CH2:12][O:13][C:14]3[CH:19]=[CH:18][C:17]([CH2:20][CH2:21][NH2:22])=[CH:16][CH:15]=3)[CH2:10][CH:5]3[CH2:6][CH:7]([CH2:9][CH:3]([CH2:4]3)[CH2:2]1)[CH2:8]2. (3) Given the reactants [CH3:1][CH:2]([CH3:34])[C@H:3]([NH:29][C:30](=[O:33])[O:31][CH3:32])[C:4](=[O:28])[N:5]1[CH2:9][CH2:8][CH2:7][C@H:6]1[C:10]1[NH:14][C:13]2[CH:15]=[CH:16][C:17](B3OC(C)(C)C(C)(C)O3)=[CH:18][C:12]=2[N:11]=1.[Br:35][C:36]1[CH:37]=[C:38]2[C:43](=[CH:44][CH:45]=1)[N:42]=[C:41](Cl)[CH:40]=[N:39]2.C(=O)([O-])[O-].[Cs+].[Cs+].O1CCOCC1, predict the reaction product. The product is: [Br:35][C:36]1[CH:37]=[C:38]2[C:43](=[CH:44][CH:45]=1)[N:42]=[C:41]([C:17]1[CH:16]=[CH:15][C:13]3[NH:14][C:10]([C@@H:6]4[CH2:7][CH2:8][CH2:9][N:5]4[C:4](=[O:28])[C@@H:3]([NH:29][C:30](=[O:33])[O:31][CH3:32])[CH:2]([CH3:34])[CH3:1])=[N:11][C:12]=3[CH:18]=1)[CH:40]=[N:39]2. (4) Given the reactants [CH2:1]([C:3]1[N:7]2[CH:8]=[CH:9][C:10]([C:12]([O:14]C)=[O:13])=[CH:11][C:6]2=[N:5][C:4]=1[CH2:16][CH2:17][CH3:18])[CH3:2].[OH-].[Na+], predict the reaction product. The product is: [CH2:1]([C:3]1[N:7]2[CH:8]=[CH:9][C:10]([C:12]([OH:14])=[O:13])=[CH:11][C:6]2=[N:5][C:4]=1[CH2:16][CH2:17][CH3:18])[CH3:2]. (5) Given the reactants CC1(C)C(C)(C)OB([C:9]2[CH:14]=[CH:13][C:12]([C:15]([F:18])([F:17])[F:16])=[CH:11][CH:10]=2)O1.Br[C:21]1[CH:22]=[CH:23][C:24]([F:29])=[C:25]([CH:28]=1)[C:26]#[N:27].C(=O)([O-])[O-].[K+].[K+].O, predict the reaction product. The product is: [F:29][C:24]1[CH:23]=[CH:22][C:21]([C:9]2[CH:10]=[CH:11][C:12]([C:15]([F:16])([F:17])[F:18])=[CH:13][CH:14]=2)=[CH:28][C:25]=1[C:26]#[N:27]. (6) Given the reactants [NH2:1][C:2]1[N:6]([C:7]2[C:16]([F:17])=[CH:15][C:10]3[NH:11][C:12]([CH3:14])=[N:13][C:9]=3[CH:8]=2)[N:5]=[CH:4][C:3]=1[C:18]([C:20]1[N:21](S(C2C=CC=CC=2)(=O)=O)[C:22]2[C:27]([CH:28]=1)=[CH:26][CH:25]=[CH:24][CH:23]=2)=[O:19].[OH-].[Na+].O.P([O-])(O)(O)=O.[Na+], predict the reaction product. The product is: [NH2:1][C:2]1[N:6]([C:7]2[C:16]([F:17])=[CH:15][C:10]3[NH:11][C:12]([CH3:14])=[N:13][C:9]=3[CH:8]=2)[N:5]=[CH:4][C:3]=1[C:18]([C:20]1[NH:21][C:22]2[C:27]([CH:28]=1)=[CH:26][CH:25]=[CH:24][CH:23]=2)=[O:19].